The task is: Predict the reaction yield, written as a fraction of the theoretical maximum amount of product (1.0 means a 100% yield; for example, 0.34 means a 34% yield).. This data is from Reaction yield outcomes from USPTO patents with 853,638 reactions. (1) The reactants are C(OC([N:8]1[CH2:33][CH2:32][C:11]2([CH2:14][N:13]([C@H:15]3[C:23]4[C:18](=[CH:19][C:20]([C:24]5[CH:29]=[CH:28][C:27]([C:30]#[N:31])=[CH:26][N:25]=5)=[CH:21][CH:22]=4)[CH2:17][CH2:16]3)[CH2:12]2)[CH2:10][CH2:9]1)=O)(C)(C)C.[ClH:34]. The catalyst is O1CCOCC1. The product is [ClH:34].[ClH:34].[CH2:12]1[C:11]2([CH2:10][CH2:9][NH:8][CH2:33][CH2:32]2)[CH2:14][N:13]1[C@H:15]1[C:23]2[C:18](=[CH:19][C:20]([C:24]3[CH:29]=[CH:28][C:27]([C:30]#[N:31])=[CH:26][N:25]=3)=[CH:21][CH:22]=2)[CH2:17][CH2:16]1. The yield is 0.480. (2) The reactants are Cl.C(OC(=O)[NH:8][CH2:9][C:10]1[C:11]([CH2:25][OH:26])=[N:12][C:13]([NH:17]C(OC(C)(C)C)=O)=[CH:14][C:15]=1[CH3:16])(C)(C)C. The catalyst is C1COCC1. The product is [NH2:17][C:13]1[N:12]=[C:11]([CH2:25][OH:26])[C:10]([CH2:9][NH2:8])=[C:15]([CH3:16])[CH:14]=1. The yield is 0.950. (3) The product is [CH3:14][C@@H:9]1[CH2:10][O:11][CH2:12][CH2:13][N:8]1[C:6]1[CH:5]=[C:4]([C:15]2([S:18]([CH3:21])(=[NH:20])=[O:19])[CH2:17][CH2:16]2)[N:3]=[C:2]([C:36]2[CH:41]=[CH:40][N:39]=[C:38]3[N:42]([S:45]([C:48]4[CH:54]=[CH:53][C:51]([CH3:52])=[CH:50][CH:49]=4)(=[O:46])=[O:47])[CH:43]=[CH:44][C:37]=23)[N:7]=1. The reactants are Cl[C:2]1[N:7]=[C:6]([N:8]2[CH2:13][CH2:12][O:11][CH2:10][C@H:9]2[CH3:14])[CH:5]=[C:4]([C:15]2([S:18]([CH3:21])(=[NH:20])=[O:19])[CH2:17][CH2:16]2)[N:3]=1.C(=O)([O-])[O-].[Na+].[Na+].CC1(C)C(C)(C)OB([C:36]2[CH:41]=[CH:40][N:39]=[C:38]3[N:42]([S:45]([C:48]4[CH:54]=[CH:53][C:51]([CH3:52])=[CH:50][CH:49]=4)(=[O:47])=[O:46])[CH:43]=[CH:44][C:37]=23)O1. The catalyst is COCCOC.O.Cl[Pd](Cl)([P](C1C=CC=CC=1)(C1C=CC=CC=1)C1C=CC=CC=1)[P](C1C=CC=CC=1)(C1C=CC=CC=1)C1C=CC=CC=1. The yield is 0.920.